From a dataset of Forward reaction prediction with 1.9M reactions from USPTO patents (1976-2016). Predict the product of the given reaction. (1) Given the reactants [CH3:1][C:2](C1C=C(O)C=C(C=1)O)([CH3:9])[CH2:3][CH2:4][CH2:5][CH2:6][CH2:7][CH3:8].CC(=O)CCCCCC.[CH3:27][O:28][C:29]1[CH:34]=[CH:33][CH:32]=[C:31]([O:35][CH3:36])[C:30]=1[OH:37].CC(O)(CCCCCC)C, predict the reaction product. The product is: [CH3:1][C:2]([C:34]1[C:29]([O:28][CH3:27])=[C:30]([OH:37])[C:31]([O:35][CH3:36])=[CH:32][CH:33]=1)([CH3:9])[CH2:3][CH2:4][CH2:5][CH2:6][CH2:7][CH3:8]. (2) Given the reactants O.[OH-].[Li+].C[O:5][C:6](=[O:37])[CH2:7][C:8]1[C:17]([CH3:18])=[C:16]([C:19]2[CH:24]=[CH:23][C:22]([S:25]([C:28]3[CH:33]=[CH:32][C:31]([F:34])=[CH:30][C:29]=3[F:35])(=[O:27])=[O:26])=[CH:21][CH:20]=2)[C:15]2[C:10](=[CH:11][CH:12]=[C:13]([F:36])[CH:14]=2)[CH:9]=1, predict the reaction product. The product is: [F:35][C:29]1[CH:30]=[C:31]([F:34])[CH:32]=[CH:33][C:28]=1[S:25]([C:22]1[CH:21]=[CH:20][C:19]([C:16]2[C:15]3[C:10](=[CH:11][CH:12]=[C:13]([F:36])[CH:14]=3)[CH:9]=[C:8]([CH2:7][C:6]([OH:37])=[O:5])[C:17]=2[CH3:18])=[CH:24][CH:23]=1)(=[O:26])=[O:27]. (3) Given the reactants [Cl:1][C:2]1[N:3]=[C:4]([N:18]2[CH2:23][CH2:22][O:21][CH2:20][C@@H:19]2[CH3:24])[C:5]2[CH2:10][N:9]([C:11]([O:13][C:14]([CH3:17])([CH3:16])[CH3:15])=[O:12])[CH2:8][C:6]=2[N:7]=1.ClC1N=C(Cl)C2CN(C(OC(C)(C)C)=O)CC=2N=1.C[C@@H]1COCCN1, predict the reaction product. The product is: [Cl:1][C:2]1[N:3]=[C:4]([N:18]2[CH2:23][CH2:22][O:21][CH2:20][C@H:19]2[CH3:24])[C:5]2[CH2:10][N:9]([C:11]([O:13][C:14]([CH3:17])([CH3:16])[CH3:15])=[O:12])[CH2:8][C:6]=2[N:7]=1. (4) Given the reactants [O:1]=[C:2]1[N:6]([C:7]2[CH:8]=[CH:9][C:10]3[C:16](=[O:17])[CH2:15][CH2:14][CH2:13][CH2:12][C:11]=3[CH:18]=2)[CH2:5][C@H:4]([CH2:19][NH:20][C:21](=[O:23])[CH3:22])[O:3]1.[Li+].C[Si]([N-][Si](C)(C)C)(C)C.[S:34]1[C:38]2[CH:39]=[CH:40][CH:41]=[CH:42][C:37]=2[N:36]=[C:35]1[C:43](Cl)=[O:44], predict the reaction product. The product is: [S:34]1[C:38]2[CH:39]=[CH:40][CH:41]=[CH:42][C:37]=2[N:36]=[C:35]1[C:43]([CH:15]1[CH2:14][CH2:13][CH2:12][C:11]2[CH:18]=[C:7]([N:6]3[CH2:5][C@H:4]([CH2:19][NH:20][C:21](=[O:23])[CH3:22])[O:3][C:2]3=[O:1])[CH:8]=[CH:9][C:10]=2[C:16]1=[O:17])=[O:44].